From a dataset of Peptide-MHC class I binding affinity with 185,985 pairs from IEDB/IMGT. Regression. Given a peptide amino acid sequence and an MHC pseudo amino acid sequence, predict their binding affinity value. This is MHC class I binding data. (1) The peptide sequence is VVKDKIKLPT. The MHC is HLA-A02:03 with pseudo-sequence HLA-A02:03. The binding affinity (normalized) is 0.163. (2) The peptide sequence is YLCLIQKALFM. The MHC is Mamu-A02 with pseudo-sequence YYAMYRENMAENAVNNLYIRYHSYTWAEHTYEWY. The binding affinity (normalized) is 0.